Dataset: Catalyst prediction with 721,799 reactions and 888 catalyst types from USPTO. Task: Predict which catalyst facilitates the given reaction. (1) The catalyst class is: 7. Product: [CH3:1][S:2]([C:5]1[CH:6]=[C:7]([CH2:8][OH:9])[CH:11]=[CH:12][CH:13]=1)(=[O:3])=[O:4]. Reactant: [CH3:1][S:2]([C:5]1[CH:6]=[C:7]([CH:11]=[CH:12][CH:13]=1)[C:8](O)=[O:9])(=[O:4])=[O:3].[H-].[Al+3].[Li+].[H-].[H-].[H-].O. (2) The catalyst class is: 24. Product: [F:36][C:2]([F:37])([F:1])[C:3]1[CH:4]=[C:5]([CH:29]=[C:30]([C:32]([F:35])([F:34])[F:33])[CH:31]=1)[CH2:6][N:7]([CH:11]1[CH2:17][CH2:16][CH2:15][N:14]([C:18]2[O:23][N:39]=[C:20]([CH3:21])[CH:19]=2)[C:13]2[CH:24]=[C:25]([Cl:28])[CH:26]=[CH:27][C:12]1=2)[C:8](=[O:10])[CH3:9]. Reactant: [F:1][C:2]([F:37])([F:36])[C:3]1[CH:4]=[C:5]([CH:29]=[C:30]([C:32]([F:35])([F:34])[F:33])[CH:31]=1)[CH2:6][N:7]([CH:11]1[CH2:17][CH2:16][CH2:15][N:14]([C:18](=[O:23])[CH2:19][C:20](=O)[CH3:21])[C:13]2[CH:24]=[C:25]([Cl:28])[CH:26]=[CH:27][C:12]1=2)[C:8](=[O:10])[CH3:9].Cl.[NH2:39]O.CC([O-])=O.[Na+]. (3) Reactant: [CH3:1][N:2]([CH:4]=[N:5][S:6]([C:9]1[C:10]([C:15]2[CH:20]=[CH:19][C:18]([CH:21]=O)=[CH:17][CH:16]=2)=[CH:11][CH:12]=[CH:13][CH:14]=1)(=[O:8])=[O:7])[CH3:3].[BH3-]C#[N:25].[Na+]. Product: [CH3:1][N:2]([CH:4]=[N:5][S:6]([C:9]1[C:10]([C:15]2[CH:20]=[CH:19][C:18]([CH2:21][NH2:25])=[CH:17][CH:16]=2)=[CH:11][CH:12]=[CH:13][CH:14]=1)(=[O:8])=[O:7])[CH3:3]. The catalyst class is: 5. (4) Reactant: [BH4-].[Na+].[CH3:3][S:4]([C:7]1[CH:8]=[C:9]([CH:12]=[CH:13][CH:14]=1)[CH:10]=[O:11])(=[O:6])=[O:5].O. Product: [CH3:3][S:4]([C:7]1[CH:8]=[C:9]([CH2:10][OH:11])[CH:12]=[CH:13][CH:14]=1)(=[O:5])=[O:6]. The catalyst class is: 8.